Dataset: Catalyst prediction with 721,799 reactions and 888 catalyst types from USPTO. Task: Predict which catalyst facilitates the given reaction. (1) Reactant: [CH3:1][N:2]([CH3:13])[C:3]1[CH:8]=[C:7]([CH3:9])[C:6]([N+:10]([O-])=O)=[CH:5][N:4]=1. Product: [CH3:13][N:2]([CH3:1])[C:3]1[CH:8]=[C:7]([CH3:9])[C:6]([NH2:10])=[CH:5][N:4]=1. The catalyst class is: 29. (2) Reactant: [CH2:1]1[C:9](=[O:10])[CH2:8][CH:7]2[CH:2]1[CH2:3][C:4]([CH2:6]2)=[O:5].[CH2:11](O)[CH2:12][OH:13].CC1C=CC(S(O)(=O)=O)=CC=1. Product: [CH2:8]1[C@H:7]2[C@H:2]([CH2:3][C:4](=[O:5])[CH2:6]2)[CH2:1][C:9]21[O:13][CH2:12][CH2:11][O:10]2. The catalyst class is: 93. (3) Reactant: [NH:1]1[C:9]2[C:4](=[CH:5][C:6]([CH2:10][NH2:11])=[CH:7][CH:8]=2)[CH:3]=[CH:2]1.[CH2:12]([N:20]=[C:21]=[S:22])[CH2:13][C:14]1[CH:19]=[CH:18][CH:17]=[CH:16][CH:15]=1. Product: [NH:1]1[C:9]2[C:4](=[CH:5][C:6]([CH2:10][NH:11][C:21]([NH:20][CH2:12][CH2:13][C:14]3[CH:19]=[CH:18][CH:17]=[CH:16][CH:15]=3)=[S:22])=[CH:7][CH:8]=2)[CH:3]=[CH:2]1. The catalyst class is: 204. (4) Reactant: [Cl:1][C:2]1[CH:3]=[C:4]([C:10]2[CH:14]=[CH:13][N:12]([CH2:15][C@@H:16]([NH:18][C:19]([C:21]3[N:22]=[C:23]([CH3:26])[NH:24][CH:25]=3)=[O:20])[CH3:17])[N:11]=2)[CH:5]=[CH:6][C:7]=1[C:8]#[N:9].[CH3:27]CO.[OH-].[K+].IC. Product: [Cl:1][C:2]1[CH:3]=[C:4]([C:10]2[CH:14]=[CH:13][N:12]([CH2:15][C@@H:16]([NH:18][C:19]([C:21]3[N:22]=[C:23]([CH3:26])[N:24]([CH3:27])[CH:25]=3)=[O:20])[CH3:17])[N:11]=2)[CH:5]=[CH:6][C:7]=1[C:8]#[N:9]. The catalyst class is: 6. (5) The catalyst class is: 683. Reactant: [H-].[Na+].C(OP([CH2:11][C:12]1[S:13][C:14]([Br:17])=[CH:15][N:16]=1)(=O)OCC)C.O=[C:19]1[CH2:24][CH2:23][CH:22]([C:25]([O:27][CH2:28][CH3:29])=[O:26])[CH2:21][CH2:20]1. Product: [Br:17][C:14]1[S:13][C:12]([CH:11]=[C:19]2[CH2:24][CH2:23][CH:22]([C:25]([O:27][CH2:28][CH3:29])=[O:26])[CH2:21][CH2:20]2)=[N:16][CH:15]=1. (6) Reactant: C(OC(=O)[NH:7][C:8]1[CH:9]=[N:10][C:11]([F:15])=[CH:12][C:13]=1[I:14])(C)(C)C.C(O)(C(F)(F)F)=O. Product: [F:15][C:11]1[N:10]=[CH:9][C:8]([NH2:7])=[C:13]([I:14])[CH:12]=1. The catalyst class is: 2. (7) Reactant: [Cl:1][C:2]1[CH:27]=[C:26]([Cl:28])[CH:25]=[CH:24][C:3]=1[CH2:4][O:5][C:6]1[CH:11]=[C:10]([O:12][CH2:13][CH2:14][O:15][CH3:16])[CH:9]=[CH:8][C:7]=1[CH2:17][CH2:18][C:19](OCC)=[O:20].[H-].[Al+3].[Li+].[H-].[H-].[H-].O.O.O.O.O.O.O.O.O.O.S([O-])([O-])(=O)=O.[Na+].[Na+]. Product: [Cl:1][C:2]1[CH:27]=[C:26]([Cl:28])[CH:25]=[CH:24][C:3]=1[CH2:4][O:5][C:6]1[CH:11]=[C:10]([O:12][CH2:13][CH2:14][O:15][CH3:16])[CH:9]=[CH:8][C:7]=1[CH2:17][CH2:18][CH2:19][OH:20]. The catalyst class is: 7.